Dataset: Reaction yield outcomes from USPTO patents with 853,638 reactions. Task: Predict the reaction yield, written as a fraction of the theoretical maximum amount of product (1.0 means a 100% yield; for example, 0.34 means a 34% yield). (1) The reactants are [C:1]([O:5][C:6]([NH:8][C@H:9]([C:17]([OH:19])=O)[CH2:10][C:11]1[CH:16]=[CH:15][CH:14]=[CH:13][CH:12]=1)=[O:7])([CH3:4])([CH3:3])[CH3:2].C([N-]C(C)C)(C)C.[Li+].Cl.O.[CH2:30]([Cl:32])[Cl:31]. The catalyst is O1CCCC1.CCCCCCC.C(C1C=CC=CC=1)C. The product is [C:1]([O:5][C:6]([NH:8][C@@H:9]([CH2:10][C:11]1[CH:12]=[CH:13][CH:14]=[CH:15][CH:16]=1)[C:17](=[O:19])[CH:30]([Cl:32])[Cl:31])=[O:7])([CH3:2])([CH3:3])[CH3:4]. The yield is 0.460. (2) The reactants are [F:1][C:2]1[CH:43]=[CH:42][C:5]([CH2:6][NH:7][C:8](=O)[CH2:9][C:10]2[CH:11]=[C:12]3[C:16](=[CH:17][C:18]=2[N+:19]([O-:21])=[O:20])[N:15]([C:22]([C:35]2[CH:40]=[CH:39][CH:38]=[CH:37][CH:36]=2)([C:29]2[CH:34]=[CH:33][CH:32]=[CH:31][CH:30]=2)[C:23]2[CH:28]=[CH:27][CH:26]=[CH:25][CH:24]=2)[N:14]=[CH:13]3)=[CH:4][CH:3]=1.O. The catalyst is C1COCC1. The product is [F:1][C:2]1[CH:3]=[CH:4][C:5]([CH2:6][NH:7][CH2:8][CH2:9][C:10]2[CH:11]=[C:12]3[C:16](=[CH:17][C:18]=2[N+:19]([O-:21])=[O:20])[N:15]([C:22]([C:23]2[CH:24]=[CH:25][CH:26]=[CH:27][CH:28]=2)([C:29]2[CH:30]=[CH:31][CH:32]=[CH:33][CH:34]=2)[C:35]2[CH:40]=[CH:39][CH:38]=[CH:37][CH:36]=2)[N:14]=[CH:13]3)=[CH:42][CH:43]=1. The yield is 0.750. (3) The reactants are [C:1]1([C:7]2[O:11][N:10]=[C:9]([C:12]3[O:16][N:15]=[C:14]4[C:17]5[C:22]([CH2:23][CH2:24][C:13]=34)=[CH:21][C:20]([CH:25]3[CH2:29][CH2:28][C:27](=O)[CH2:26]3)=[CH:19][CH:18]=5)[C:8]=2[C:31]([F:34])([F:33])[F:32])[CH:6]=[CH:5][CH:4]=[CH:3][CH:2]=1.[Cl-].[NH4+:36].[C-:37]#[N:38].[Na+].N. The catalyst is CO.ClCCl. The product is [NH2:36][C:27]1([C:37]#[N:38])[CH2:28][CH2:29][CH:25]([C:20]2[CH:21]=[C:22]3[C:17](=[CH:18][CH:19]=2)[C:14]2=[N:15][O:16][C:12]([C:9]4[C:8]([C:31]([F:34])([F:33])[F:32])=[C:7]([C:1]5[CH:6]=[CH:5][CH:4]=[CH:3][CH:2]=5)[O:11][N:10]=4)=[C:13]2[CH2:24][CH2:23]3)[CH2:26]1. The yield is 1.00.